Dataset: Full USPTO retrosynthesis dataset with 1.9M reactions from patents (1976-2016). Task: Predict the reactants needed to synthesize the given product. (1) Given the product [F:16][C:17]1[CH:18]=[C:19]([NH:33][C:2]([NH:3][C:13](=[O:14])[CH2:12][C:9]2[CH:10]=[CH:11][C:6]([F:5])=[CH:7][CH:8]=2)=[S:1])[CH:20]=[CH:21][C:22]=1[O:23][C:24]1[C:29]2=[CH:30][CH:31]=[CH:32][N:28]2[N:27]=[CH:26][N:25]=1, predict the reactants needed to synthesize it. The reactants are: [S-:1][C:2]#[N:3].[Na+].[F:5][C:6]1[CH:11]=[CH:10][C:9]([CH2:12][C:13](Cl)=[O:14])=[CH:8][CH:7]=1.[F:16][C:17]1[CH:18]=[C:19]([NH2:33])[CH:20]=[CH:21][C:22]=1[O:23][C:24]1[C:29]2=[CH:30][CH:31]=[CH:32][N:28]2[N:27]=[CH:26][N:25]=1. (2) Given the product [NH:1]1[C:5]2[CH:6]=[CH:7][CH:8]=[CH:9][C:4]=2[N:3]=[C:2]1[C:30]1[CH:35]=[CH:34][C:33]([S:36]([NH:39][C:40]2[S:41][CH:42]=[CH:43][N:44]=2)(=[O:38])=[O:37])=[CH:32][CH:31]=1, predict the reactants needed to synthesize it. The reactants are: [N:1]1[C:5]2[CH:6]=[CH:7][CH:8]=[CH:9][C:4]=2[NH:3][CH:2]=1.C1(P(C2C=CC=CC=2)C2C=CC=CC=2)C=CC=CC=1.Br[C:30]1[CH:35]=[CH:34][C:33]([S:36]([NH:39][C:40]2[S:41][CH:42]=[CH:43][N:44]=2)(=[O:38])=[O:37])=[CH:32][CH:31]=1. (3) The reactants are: [OH-].[Na+].[Cl:3][C:4]1[CH:5]=[C:6]([C@H:10]([S:24][CH2:25][C:26]([O:28]C)=O)[C@@H:11]([C:17]2[CH:22]=[CH:21][C:20]([Cl:23])=[CH:19][CH:18]=2)[NH:12][CH2:13][CH:14]2[CH2:16][CH2:15]2)[CH:7]=[CH:8][CH:9]=1.Cl.C(Cl)(=O)C(Cl)=O. Given the product [Cl:3][C:4]1[CH:5]=[C:6]([C@H:10]2[C@@H:11]([C:17]3[CH:22]=[CH:21][C:20]([Cl:23])=[CH:19][CH:18]=3)[N:12]([CH2:13][CH:14]3[CH2:16][CH2:15]3)[C:26](=[O:28])[CH2:25][S:24]2)[CH:7]=[CH:8][CH:9]=1, predict the reactants needed to synthesize it. (4) Given the product [CH3:12][O:11][CH2:10][CH2:9][CH2:8][CH2:7][N:6]1[CH:2]=[CH:3][CH:4]=[C:5]1[C:13]([N:15]([CH2:37][CH:38]([CH3:40])[CH3:39])[C@H:16]1[CH2:21][C@@H:20]([C:22]([N:24]2[CH2:25][CH2:26][O:27][CH2:28][CH2:29]2)=[O:23])[CH2:19][N:18]([C:30]([O:32][C:33]([CH3:34])([CH3:35])[CH3:36])=[O:31])[CH2:17]1)=[O:14], predict the reactants needed to synthesize it. The reactants are: Br[C:2]1[N:6]([CH2:7][CH2:8][CH2:9][CH2:10][O:11][CH3:12])[C:5]([C:13]([N:15]([CH2:37][CH:38]([CH3:40])[CH3:39])[C@H:16]2[CH2:21][C@@H:20]([C:22]([N:24]3[CH2:29][CH2:28][O:27][CH2:26][CH2:25]3)=[O:23])[CH2:19][N:18]([C:30]([O:32][C:33]([CH3:36])([CH3:35])[CH3:34])=[O:31])[CH2:17]2)=[O:14])=[CH:4][CH:3]=1.N1C=CC=CC=1B(O)O.C(=O)([O-])[O-].[Na+].[Na+].C(O)C. (5) Given the product [OH:17][NH:16][C:41](=[O:49])[CH2:42][CH2:43][CH2:44][CH2:45][CH2:46][CH2:47][NH:48][C:74]([NH:66][C:57]1[CH:56]=[CH:55][C:54]([N:53]([CH3:52])[CH3:62])=[CH:61][CH:60]=1)=[O:29], predict the reactants needed to synthesize it. The reactants are: CN(C)C1C=CC(CNC(=O)NCCCC([NH:16][OH:17])=O)=CC=1.C1(C)C=CC(S(O)(=O)=[O:29])=CC=1.C(O[C:41](=[O:49])[CH2:42][CH2:43][CH2:44][CH2:45][CH2:46][CH2:47][NH2:48])C1C=CC=CC=1.Cl.Cl.[CH3:52][N:53]([CH3:62])[C:54]1[CH:61]=[CH:60][C:57](CN)=[CH:56][CH:55]=1.Cl.Cl.C[N:66]([CH3:74])C1C=CC(N)=CC=1. (6) Given the product [CH3:16][C:2]1([CH3:1])[O:3][C:4](=[O:15])[C@H:5]([C@@H:7]([C:8]([N:61]2[CH2:66][CH2:65][N:64]([C:67]3[CH:72]=[CH:71][CH:70]=[CH:69][N:68]=3)[CH2:63][C@H:62]2[CH3:77])=[O:10])[CH2:11][CH:12]([CH3:14])[CH3:13])[O:6]1, predict the reactants needed to synthesize it. The reactants are: [CH3:1][C:2]1([CH3:16])[O:6][C@@H:5]([C@@H:7]([CH2:11][CH:12]([CH3:14])[CH3:13])[C:8]([OH:10])=O)[C:4](=[O:15])[O:3]1.CCN(C(C)C)C(C)C.CN(C(ON1N=NC2C=CC=NC1=2)=[N+](C)C)C.F[P-](F)(F)(F)(F)F.ONC(=O)[C@@H](O)[C@@H](C([N:61]1[CH2:66][CH2:65][N:64]([C:67]2[CH:72]=[C:71](C(F)(F)F)[CH:70]=[CH:69][N:68]=2)[CH2:63][C@H:62]1[CH3:77])=O)CC(C)C. (7) Given the product [CH3:21][CH:12]([C:7]1[CH:8]=[C:9]2[C:4](=[CH:5][CH:6]=1)[CH:3]=[C:2]([O:1][CH2:24][C:22]#[N:23])[CH:11]=[CH:10]2)[CH2:13][NH:14][S:15]([CH:18]([CH3:20])[CH3:19])(=[O:17])=[O:16], predict the reactants needed to synthesize it. The reactants are: [OH:1][C:2]1[CH:3]=[C:4]2[C:9](=[CH:10][CH:11]=1)[CH:8]=[C:7]([CH:12]([CH3:21])[CH2:13][NH:14][S:15]([CH:18]([CH3:20])[CH3:19])(=[O:17])=[O:16])[CH:6]=[CH:5]2.[C:22]([CH2:24]Br)#[N:23].C(=O)([O-])[O-].[K+].[K+]. (8) Given the product [OH:1][C@@H:2]1[CH2:10][C:9]2[C:4](=[CH:5][CH:6]=[CH:7][CH:8]=2)[C@H:3]1[NH:11][C:12]1[C:13]2[N:14]([C:21]([CH3:25])=[C:22]([CH3:24])[N:23]=2)[CH:15]=[C:16]([C:18]([NH:31][CH3:35])=[O:20])[CH:17]=1, predict the reactants needed to synthesize it. The reactants are: [OH:1][C@@H:2]1[CH2:10][C:9]2[C:4](=[CH:5][CH:6]=[CH:7][CH:8]=2)[C@H:3]1[NH:11][C:12]1[C:13]2[N:14]([C:21]([CH3:25])=[C:22]([CH3:24])[N:23]=2)[CH:15]=[C:16]([C:18]([OH:20])=O)[CH:17]=1.F[B-](F)(F)F.[N:31]1(OC(N(C)C)=[N+](C)C)[C:35]2C=CC=CC=2N=N1.CN.C(=O)([O-])O.[Na+]. (9) Given the product [CH2:1]([N:3]1[CH:7]=[C:6]([C:8]2[CH:9]=[C:10]([NH:11][C:22]([NH:21][C:24]3[CH:25]=[CH:26][C:27]([C:30]([F:31])([F:32])[F:33])=[CH:28][CH:29]=3)=[O:23])[CH:12]=[CH:13][CH:14]=2)[C:5]([C:15]2[CH:16]=[CH:17][N:18]=[CH:19][CH:20]=2)=[N:4]1)[CH3:2], predict the reactants needed to synthesize it. The reactants are: [CH2:1]([N:3]1[CH:7]=[C:6]([C:8]2[CH:9]=[C:10]([CH:12]=[CH:13][CH:14]=2)[NH2:11])[C:5]([C:15]2[CH:20]=[CH:19][N:18]=[CH:17][CH:16]=2)=[N:4]1)[CH3:2].[N:21]([C:24]1[CH:29]=[CH:28][C:27]([C:30]([F:33])([F:32])[F:31])=[CH:26][CH:25]=1)=[C:22]=[O:23]. (10) Given the product [CH2:30]([N:29]1[C:28](=[O:37])[C:27]2[C:22](=[CH:23][C:24]([Cl:38])=[CH:25][CH:26]=2)[N:21]=[C:20]1[CH:16]([N:14]1[CH:15]=[C:11]([CH2:10][CH2:9][NH:8][CH2:7][C:6]([OH:46])=[O:5])[N:12]=[C:13]1[C:39]1[CH:40]=[CH:41][C:42]([CH3:45])=[CH:43][CH:44]=1)[CH:17]([CH3:19])[CH3:18])[C:31]1[CH:32]=[CH:33][CH:34]=[CH:35][CH:36]=1, predict the reactants needed to synthesize it. The reactants are: C([O:5][C:6](=[O:46])[CH2:7][NH:8][CH2:9][CH2:10][C:11]1[N:12]=[C:13]([C:39]2[CH:44]=[CH:43][C:42]([CH3:45])=[CH:41][CH:40]=2)[N:14]([CH:16]([C:20]2[N:29]([CH2:30][C:31]3[CH:36]=[CH:35][CH:34]=[CH:33][CH:32]=3)[C:28](=[O:37])[C:27]3[C:22](=[CH:23][C:24]([Cl:38])=[CH:25][CH:26]=3)[N:21]=2)[CH:17]([CH3:19])[CH3:18])[CH:15]=1)(C)(C)C.FC(F)(F)C(O)=O.